The task is: Predict the product of the given reaction.. This data is from Forward reaction prediction with 1.9M reactions from USPTO patents (1976-2016). (1) The product is: [CH3:46][C:43]([O:42][C:40](=[O:41])[C@H:28]([CH2:27][NH:26][C:2]1[C:7]([CH2:8][CH3:9])=[C:6]([N:10]2[CH2:15][CH2:14][CH:13]([C:16]3[N:25]=[C:24]4[C:19]([CH2:20][CH2:21][CH2:22][NH:23]4)=[CH:18][CH:17]=3)[CH2:12][CH2:11]2)[N:5]=[CH:4][N:3]=1)[NH:29][C:30]([O:32][CH2:33][C:34]1[CH:39]=[CH:38][CH:37]=[CH:36][CH:35]=1)=[O:31])([CH3:44])[CH3:45]. Given the reactants Br[C:2]1[C:7]([CH2:8][CH3:9])=[C:6]([N:10]2[CH2:15][CH2:14][CH:13]([C:16]3[N:25]=[C:24]4[C:19]([CH2:20][CH2:21][CH2:22][NH:23]4)=[CH:18][CH:17]=3)[CH2:12][CH2:11]2)[N:5]=[CH:4][N:3]=1.[NH2:26][CH2:27][C@@H:28]([C:40]([O:42][C:43]([CH3:46])([CH3:45])[CH3:44])=[O:41])[NH:29][C:30]([O:32][CH2:33][C:34]1[CH:39]=[CH:38][CH:37]=[CH:36][CH:35]=1)=[O:31].[F-].[Cs+], predict the reaction product. (2) Given the reactants [Br:1][C:2]1[CH:7]=[CH:6][C:5]([O:8][CH3:9])=[CH:4][C:3]=1[OH:10].BrC1C(O)=C([C:18]([O:21][CH3:22])=CC=1)C(O)=O, predict the reaction product. The product is: [Br:1][C:2]1[CH:7]=[CH:6][C:5]([O:8][CH3:9])=[CH:4][C:3]=1[O:10][CH2:18][O:21][CH3:22]. (3) The product is: [N:9]1([S:6]([C:2]2[S:1][C:5]([C:22](=[O:24])[CH3:23])=[CH:4][CH:3]=2)(=[O:8])=[O:7])[CH2:14][CH2:13][CH2:12][CH2:11][CH2:10]1. Given the reactants [S:1]1[CH:5]=[CH:4][CH:3]=[C:2]1[S:6]([N:9]1[CH2:14][CH2:13][CH2:12][CH2:11][CH2:10]1)(=[O:8])=[O:7].C([Li])CCC.CN(C)[C:22](=[O:24])[CH3:23], predict the reaction product. (4) Given the reactants [Cl:1][C:2]1[C:3]([NH:28][C:29]2[CH:38]=[CH:37][CH:36]=[CH:35][C:30]=2[C:31]([NH:33][CH3:34])=[O:32])=[N:4][C:5]([NH:8][C:9]2[CH:27]=[CH:26][C:12]3[N:13](C(=O)C(F)(F)F)[CH2:14][CH2:15][C:16](=[O:19])[NH:17][CH2:18][C:11]=3[CH:10]=2)=[N:6][CH:7]=1, predict the reaction product. The product is: [Cl:1][C:2]1[C:3]([NH:28][C:29]2[CH:38]=[CH:37][CH:36]=[CH:35][C:30]=2[C:31]([NH:33][CH3:34])=[O:32])=[N:4][C:5]([NH:8][C:9]2[CH:27]=[CH:26][C:12]3[NH:13][CH2:14][CH2:15][C:16](=[O:19])[NH:17][CH2:18][C:11]=3[CH:10]=2)=[N:6][CH:7]=1.